This data is from Forward reaction prediction with 1.9M reactions from USPTO patents (1976-2016). The task is: Predict the product of the given reaction. (1) Given the reactants [OH:1][C:2]1[CH:9]=[C:8]([NH:10][C:11]2[S:12][CH:13]=[CH:14][N:15]=2)[CH:7]=[CH:6][C:3]=1[C:4]#[N:5].C([O-])([O-])=O.[Cs+].[Cs+].[O:22]1[CH:26]=[CH:25][CH:24]=[C:23]1[CH2:27]Br.CCOCC, predict the reaction product. The product is: [C:4]([C:3]1[CH:6]=[CH:7][C:8]([NH:10][C:11]2[S:12][CH:13]=[CH:14][N:15]=2)=[CH:9][C:2]=1[O:1][CH2:27][C:23]1[O:22][CH:26]=[CH:25][CH:24]=1)#[N:5]. (2) Given the reactants CC([O-])(C)C.[K+].CC1C=CC(S([CH2:17][N+:18]#[C-])(=O)=O)=CC=1.[Cl:20][C:21]1[CH:22]=[C:23]([CH:26]=[CH:27][C:28]=1[O:29][CH3:30])[CH:24]=O.CO, predict the reaction product. The product is: [Cl:20][C:21]1[CH:22]=[C:23]([CH2:24][C:17]#[N:18])[CH:26]=[CH:27][C:28]=1[O:29][CH3:30]. (3) Given the reactants Cl[C:2]1[N:7]=[C:6]([O:8][CH3:9])[N:5]=[C:4]([NH:10][C:11]2[CH:16]=[CH:15][C:14]([N:17]3[CH:21]=[C:20]([CH3:22])[N:19]=[CH:18]3)=[C:13]([O:23][CH3:24])[CH:12]=2)[N:3]=1.[NH:25]1[CH2:30][CH2:29][CH2:28][CH2:27][CH2:26]1, predict the reaction product. The product is: [CH3:24][O:23][C:13]1[CH:12]=[C:11]([NH:10][C:4]2[N:5]=[C:6]([O:8][CH3:9])[N:7]=[C:2]([N:25]3[CH2:30][CH2:29][CH2:28][CH2:27][CH2:26]3)[N:3]=2)[CH:16]=[CH:15][C:14]=1[N:17]1[CH:21]=[C:20]([CH3:22])[N:19]=[CH:18]1. (4) Given the reactants CS([C:5]1[N:10]=[C:9]([C:11]2[CH:16]=[CH:15][N:14]=[C:13]([CH3:17])[CH:12]=2)[CH:8]=[CH:7][N:6]=1)(=O)=O.[O:18]1CCOCC1, predict the reaction product. The product is: [CH3:17][C:13]1[CH:12]=[C:11]([C:9]2[CH:8]=[CH:7][NH:6][C:5](=[O:18])[N:10]=2)[CH:16]=[CH:15][N:14]=1. (5) The product is: [Br:1][C:2]1[CH:3]=[CH:4][C:5]([F:9])=[C:6]([NH:8][S:11]([CH3:10])(=[O:13])=[O:12])[CH:7]=1. Given the reactants [Br:1][C:2]1[CH:3]=[CH:4][C:5]([F:9])=[C:6]([NH2:8])[CH:7]=1.[CH3:10][S:11](Cl)(=[O:13])=[O:12].[F-].C([N+](CCCC)(CCCC)CCCC)CCC.C1COCC1.O, predict the reaction product.